This data is from Forward reaction prediction with 1.9M reactions from USPTO patents (1976-2016). The task is: Predict the product of the given reaction. (1) Given the reactants FC(F)(F)C(O)=O.C(OC([N:15]1[C:23]2[C:18](=[CH:19][C:20]([C:24]3[CH:33]=[CH:32][C:31]4[NH:30][C:29](=[O:34])[C:28]5[NH:35][CH:36]=[CH:37][C:27]=5[C:26]=4[CH:25]=3)=[CH:21][CH:22]=2)[CH:17]=[CH:16]1)=O)(C)(C)C.[CH2:38]([C:40]([O-:42])=[O:41])[CH3:39], predict the reaction product. The product is: [NH:15]1[C:23]2[C:18](=[CH:19][C:20]([C:24]3[CH:33]=[CH:32][C:31]4[NH:30][C:29](=[O:34])[C:28]5[NH:35][CH:36]=[CH:37][C:27]=5[C:26]=4[CH:25]=3)=[CH:21][CH:22]=2)[CH:17]=[CH:16]1.[CH2:38]([C:40]([O-:42])=[O:41])[CH3:39]. (2) Given the reactants [OH:1][CH:2]([C:4]1[CH:12]=[CH:11][C:7]([C:8]([O-:10])=[O:9])=[CH:6][CH:5]=1)[CH3:3].[C:13]1(P(C2C=CC=CC=2)C2C=CC=CC=2)C=CC=CC=1.[N:32]1[CH:37]=[CH:36][C:35](O)=[CH:34][CH:33]=1.CC(OC(/N=N/C(OC(C)C)=O)=O)C, predict the reaction product. The product is: [N:32]1[CH:37]=[CH:36][C:35]([O:1][CH:2]([C:4]2[CH:12]=[CH:11][C:7]([C:8]([O:10][CH3:13])=[O:9])=[CH:6][CH:5]=2)[CH3:3])=[CH:34][CH:33]=1.